Dataset: Peptide-MHC class I binding affinity with 185,985 pairs from IEDB/IMGT. Task: Regression. Given a peptide amino acid sequence and an MHC pseudo amino acid sequence, predict their binding affinity value. This is MHC class I binding data. The peptide sequence is TPNNFSSIV. The MHC is HLA-B53:01 with pseudo-sequence HLA-B53:01. The binding affinity (normalized) is 0.174.